Regression/Classification. Given a drug SMILES string, predict its toxicity properties. Task type varies by dataset: regression for continuous values (e.g., LD50, hERG inhibition percentage) or binary classification for toxic/non-toxic outcomes (e.g., AMES mutagenicity, cardiotoxicity, hepatotoxicity). Dataset: ames. From a dataset of Ames mutagenicity test results for genotoxicity prediction. (1) The compound is Cc1ccc([N+](=O)[O-])c2c(NCCCN(C)C)c3ccccc3nc12. The result is 1 (mutagenic). (2) The molecule is Cc1cc(C)cc([N+](=O)[O-])c1. The result is 1 (mutagenic).